Dataset: Forward reaction prediction with 1.9M reactions from USPTO patents (1976-2016). Task: Predict the product of the given reaction. (1) Given the reactants C([O:4][C@@H:5]1[CH2:22][C@@:20]2([CH3:21])[C@@H:16]([CH2:17][CH2:18][C:19]2=[O:23])[C@H:15]2[C@H:6]1[C@@H:7]1[C:12]([CH2:13][C@H:14]2[CH3:24])=[CH:11][C:10](=[O:25])[CH2:9][CH2:8]1)(=O)C.[OH-].[K+], predict the reaction product. The product is: [OH:4][C@@H:5]1[CH2:22][C@@:20]2([CH3:21])[C@@H:16]([CH2:17][CH2:18][C:19]2=[O:23])[C@H:15]2[C@H:6]1[C@@H:7]1[C:12]([CH2:13][C@H:14]2[CH3:24])=[CH:11][C:10](=[O:25])[CH2:9][CH2:8]1. (2) Given the reactants [C:1]([C:4]1[CH:12]=[CH:11][C:7]([C:8]([OH:10])=O)=[CH:6][CH:5]=1)(=[O:3])[CH3:2].Cl.[C:14]([O:18][C:19](=[O:23])[CH2:20][CH2:21][NH2:22])([CH3:17])([CH3:16])[CH3:15].CCN(C(C)C)C(C)C.CCN=C=NCCCN(C)C.Cl, predict the reaction product. The product is: [C:1]([C:4]1[CH:5]=[CH:6][C:7]([C:8]([NH:22][CH2:21][CH2:20][C:19]([O:18][C:14]([CH3:17])([CH3:16])[CH3:15])=[O:23])=[O:10])=[CH:11][CH:12]=1)(=[O:3])[CH3:2]. (3) Given the reactants [NH2:1][C:2]1[S:3][CH:4]=[C:5]([CH2:7][O:8]/[N:9]=[C:10](/[C:15]2[CH:20]=[CH:19][CH:18]=[CH:17][CH:16]=2)\[C:11](=[N:13]\[OH:14])\[NH2:12])[N:6]=1.C1N=CN([C:26](N2C=NC=C2)=[O:27])C=1, predict the reaction product. The product is: [NH2:1][C:2]1[S:3][CH:4]=[C:5]([CH2:7][O:8]/[N:9]=[C:10](/[C:15]2[CH:20]=[CH:19][CH:18]=[CH:17][CH:16]=2)\[C:11]2[NH:12][C:26](=[O:27])[O:14][N:13]=2)[N:6]=1. (4) Given the reactants [CH2:1]1[C:3]2([CH2:7][CH:6](CS([O-])(=O)=O)[CH2:5][O:4]2)[CH2:2]1.[OH:13][C:14]1[CH:23]=[C:22]2[C:17]([C:18]([O:24][C:25]3[CH:26]=[CH:27][C:28]([N:31]([C:40]4[CH:45]=[CH:44][CH:43]=[CH:42][CH:41]=4)[C:32]([C:34]4([C:37]([NH2:39])=[O:38])[CH2:36][CH2:35]4)=[O:33])=[N:29][CH:30]=3)=[CH:19][CH:20]=[N:21]2)=[CH:16][CH:15]=1.C(=O)([O-])[O-].[Cs+].[Cs+], predict the reaction product. The product is: [CH2:2]1[C:3]2([CH2:7][CH:6]([O:13][C:14]3[CH:23]=[C:22]4[C:17]([C:18]([O:24][C:25]5[CH:26]=[CH:27][C:28]([N:31]([C:40]6[CH:41]=[CH:42][CH:43]=[CH:44][CH:45]=6)[C:32]([C:34]6([C:37]([NH2:39])=[O:38])[CH2:36][CH2:35]6)=[O:33])=[N:29][CH:30]=5)=[CH:19][CH:20]=[N:21]4)=[CH:16][CH:15]=3)[CH2:5][O:4]2)[CH2:1]1. (5) The product is: [Cl:1][C:2]1[CH:3]=[C:4]([CH:13]=[CH:14][C:15]=1[F:16])[CH2:5][N:6]1[CH2:11][CH2:10][CH:9]=[CH:8][C:7]1=[O:12]. Given the reactants [Cl:1][C:2]1[CH:3]=[C:4]([CH:13]=[CH:14][C:15]=1[F:16])[CH2:5][N:6]1[CH2:11][CH2:10][CH2:9][CH2:8][C:7]1=[O:12].[Li+].C[Si]([N-][Si](C)(C)C)(C)C.C1(S(OC)(=O)=O)C=CC=CC=1, predict the reaction product. (6) Given the reactants [N+:1]([C:4]1[C:14]([N+:15]([O-:17])=[O:16])=[CH:13][C:12]2[CH:11]3[CH2:18][CH:7]([CH2:8][N:9](C(=O)C(F)(F)F)[CH2:10]3)[C:6]=2[CH:5]=1)([O-:3])=[O:2].C([O-])([O-])=O.[Na+].[Na+].O.CO.C(Cl)Cl, predict the reaction product. The product is: [N+:15]([C:14]1[C:4]([N+:1]([O-:3])=[O:2])=[CH:5][C:6]2[CH:7]3[CH2:18][CH:11]([CH2:10][NH:9][CH2:8]3)[C:12]=2[CH:13]=1)([O-:17])=[O:16]. (7) Given the reactants Cl[C:2]1[C:3]2[C:4](=[CH:16][N:17](CC3C=CC(OC)=CC=3)[N:18]=2)[N:5]=[C:6]([C:8]([C:10]2[CH:15]=[CH:14][CH:13]=[CH:12][CH:11]=2)=[O:9])[N:7]=1.[CH3:28][N:29]1[CH2:34][CH2:33][CH:32]([CH2:35][NH2:36])[CH2:31][CH2:30]1.Cl, predict the reaction product. The product is: [CH3:28][N:29]1[CH2:34][CH2:33][CH:32]([CH2:35][NH:36][C:2]2[C:3]3[NH:18][N:17]=[CH:16][C:4]=3[N:5]=[C:6]([C:8]([C:10]3[CH:11]=[CH:12][CH:13]=[CH:14][CH:15]=3)=[O:9])[N:7]=2)[CH2:31][CH2:30]1. (8) Given the reactants [Cl:1][C:2]1[C:3](F)=[C:4]([C:7]([O:10][CH3:11])=[CH:8][CH:9]=1)[CH:5]=O.O.[NH2:14][NH2:15].O, predict the reaction product. The product is: [Cl:1][C:2]1[CH:9]=[CH:8][C:7]([O:10][CH3:11])=[C:4]2[C:3]=1[NH:15][N:14]=[CH:5]2.